From a dataset of Forward reaction prediction with 1.9M reactions from USPTO patents (1976-2016). Predict the product of the given reaction. (1) The product is: [Cl:1][C:2]1[N:3]=[C:4]2[C:9](=[CH:10][CH:11]=1)[N:8]=[CH:7][C:6]([N+:18]([O-:20])=[O:19])=[C:5]2[OH:12]. Given the reactants [Cl:1][C:2]1[N:3]=[C:4]2[C:9](=[CH:10][CH:11]=1)[N:8]=[CH:7][CH:6]=[C:5]2[OH:12].OS(O)(=O)=O.[N+:18]([O-])([O-:20])=[O:19].[K+], predict the reaction product. (2) Given the reactants [NH2:1][C:2]1[CH:10]=[C:9]2[C:5]([CH:6]=[CH:7][N:8]2[CH2:11][O:12][C:13]2[CH:14]=[C:15]([CH:18]=[CH:19][CH:20]=2)[C:16]#[N:17])=[CH:4][CH:3]=1.[C:21]([CH:24]=[C:25]=[O:26])(=[O:23])[CH3:22], predict the reaction product. The product is: [C:16]([C:15]1[CH:14]=[C:13]([CH:20]=[CH:19][CH:18]=1)[O:12][CH2:11][N:8]1[C:9]2[C:5](=[CH:4][CH:3]=[C:2]([NH:1][C:25](=[O:26])[CH2:24][C:21](=[O:23])[CH3:22])[CH:10]=2)[CH:6]=[CH:7]1)#[N:17]. (3) Given the reactants [F:1][C:2]([F:16])([F:15])[C:3]([NH:5][C:6]1[CH:11]=[C:10]([O:12][CH3:13])[CH:9]=[CH:8][C:7]=1[I:14])=O.C1(P(=[CH:36][C:37]([O:39][CH3:40])=[O:38])(C2C=CC=CC=2)C2C=CC=CC=2)C=CC=CC=1.[C:41]1(C)C=CC=CC=1, predict the reaction product. The product is: [CH2:40]([O:39][C:37](=[O:38])[CH:36]=[C:3]([NH:5][C:6]1[CH:11]=[C:10]([O:12][CH3:13])[CH:9]=[CH:8][C:7]=1[I:14])[C:2]([F:16])([F:15])[F:1])[CH3:41]. (4) Given the reactants C(N(CC)C(=O)COC1C=CC(CCO[C:21]2[CH:30]=[CH:29][CH:28]=[CH:27][C:22]=2[C:23]([O:25]C)=[O:24])=CC=1)C1C=CC=CC=1.[OH-].[Li+], predict the reaction product. The product is: [C:23]([OH:25])(=[O:24])[C:22]1[CH:27]=[CH:28][CH:29]=[CH:30][CH:21]=1. (5) Given the reactants [CH:1]1([C:4]2[NH:8][C:7]3[CH:9]=[C:10]([C:14]4[C:15]([CH3:20])=[N:16][O:17][C:18]=4[CH3:19])[CH:11]=[C:12](I)[C:6]=3[N:5]=2)[CH2:3][CH2:2]1.[CH3:21][C:22]1[C:27]([CH3:28])=[CH:26][CH:25]=[CH:24][C:23]=1B(O)O, predict the reaction product. The product is: [CH:1]1([C:4]2[NH:8][C:7]3[CH:9]=[C:10]([C:14]4[C:15]([CH3:20])=[N:16][O:17][C:18]=4[CH3:19])[CH:11]=[C:12]([C:23]4[CH:24]=[CH:25][CH:26]=[C:27]([CH3:28])[C:22]=4[CH3:21])[C:6]=3[N:5]=2)[CH2:3][CH2:2]1. (6) Given the reactants [C:1]([C:3]1[CH:4]=[C:5]([N:9]([CH2:14][C:15]2[CH:20]=[CH:19][CH:18]=[C:17]([I:21])[CH:16]=2)[C:10](=[O:13])[CH2:11][CH3:12])[CH:6]=[CH:7][CH:8]=1)#[N:2].C(C1C=C(NC(=O)CC)C=C([F:30])C=1)#N.IC1C=C(C=CC=1)CBr, predict the reaction product. The product is: [C:1]([C:3]1[CH:4]=[C:5]([N:9]([CH2:14][C:15]2[CH:20]=[CH:19][CH:18]=[C:17]([I:21])[CH:16]=2)[C:10](=[O:13])[CH2:11][CH3:12])[CH:6]=[C:7]([F:30])[CH:8]=1)#[N:2]. (7) Given the reactants [NH2:1][C:2]1[CH:7]=[C:6]([Br:8])[C:5]([O:9][CH3:10])=[CH:4][C:3]=1[CH2:11]O.[C:13](C1C=CC=CC=1)(=O)[C:14]1C=CC=CC=1.CC([O-])(C)C.[K+].C(O)C, predict the reaction product. The product is: [Br:8][C:6]1[CH:7]=[C:2]2[C:3]([CH:11]=[CH:13][CH:14]=[N:1]2)=[CH:4][C:5]=1[O:9][CH3:10]. (8) Given the reactants [C:1]1([C:7]2[CH:8]=[C:9]3[C:13](=[CH:14][CH:15]=2)[NH:12][C:11](=[O:16])[CH2:10]3)[CH:6]=[CH:5][CH:4]=[CH:3][CH:2]=1.[CH3:17][N:18]([CH3:34])[CH2:19][CH2:20][CH2:21][NH:22][C:23]([C:25]1[C:29]([CH3:30])=[C:28]([CH:31]=O)[NH:27][C:26]=1[CH3:33])=[O:24], predict the reaction product. The product is: [CH3:34][N:18]([CH3:17])[CH2:19][CH2:20][CH2:21][NH:22][C:23]([C:25]1[C:29]([CH3:30])=[C:28]([CH:31]=[C:10]2[C:9]3[C:13](=[CH:14][CH:15]=[C:7]([C:1]4[CH:2]=[CH:3][CH:4]=[CH:5][CH:6]=4)[CH:8]=3)[NH:12][C:11]2=[O:16])[NH:27][C:26]=1[CH3:33])=[O:24]. (9) Given the reactants [Br:1][C:2]1[C:3]([C:10]2[CH:15]=[CH:14][C:13]([Cl:16])=[CH:12][CH:11]=2)=[CH:4][C:5]([NH:8][NH2:9])=[N:6][CH:7]=1.[CH3:17][C:18]1[C:23]([CH2:24][C:25](O)=[O:26])=[CH:22][CH:21]=[C:20]([C:28]([F:31])([F:30])[F:29])[N:19]=1.C(N(C(C)C)C(C)C)C.F[P-](F)(F)(F)(F)F.Br[P+](N1CCCC1)(N1CCCC1)N1CCCC1.BrC1C(C2C=CC(Cl)=CC=2)=CC(NNC(=O)CC2C=NC(C(F)(F)F)=CC=2)=NC=1, predict the reaction product. The product is: [Br:1][C:2]1[C:3]([C:10]2[CH:11]=[CH:12][C:13]([Cl:16])=[CH:14][CH:15]=2)=[CH:4][C:5]([NH:8][NH:9][C:25](=[O:26])[CH2:24][C:23]2[C:18]([CH3:17])=[N:19][C:20]([C:28]([F:29])([F:31])[F:30])=[CH:21][CH:22]=2)=[N:6][CH:7]=1.